This data is from Catalyst prediction with 721,799 reactions and 888 catalyst types from USPTO. The task is: Predict which catalyst facilitates the given reaction. (1) Reactant: Br[C:2]1[CH:7]=CC=C[N:3]=1.[CH2:8]([Li])[CH2:9][CH2:10][CH3:11].C([C:15]1([C:28]2[CH:33]=[CH:32][C:31]([Cl:34])=[C:30]([Cl:35])[CH:29]=2)[CH2:20][CH2:19][N:18]([C:21]([O:23][C:24]([CH3:27])([CH3:26])[CH3:25])=[O:22])[CH2:17][CH2:16]1)#N.C1C[O:39]CC1. Product: [Cl:35][C:30]1[CH:29]=[C:28]([C:15]2([C:20]([CH:19]3[CH2:11][CH2:10][CH2:9][CH2:8][N:18]3[C:21]([O:23][C:24]([CH3:26])([CH3:27])[CH3:25])=[O:22])=[O:39])[CH:16]=[CH:17][NH:3][CH:2]=[CH:7]2)[CH:33]=[CH:32][C:31]=1[Cl:34]. The catalyst class is: 625. (2) Reactant: [Cl:1][C:2]1[CH:3]=[C:4]2[C:9](=[CH:10][CH:11]=1)[N:8]=[CH:7][CH:6]=[C:5]2[CH2:12][N:13]1[C:21]([C:22]2[N:26]([CH3:27])[CH:25]=[C:24]([C:28]#[N:29])[CH:23]=2)=[C:20]2[C:15]([N:16]([CH2:33][CH:34]3[CH2:36][CH2:35]3)[C:17](=[O:32])[N:18]=[C:19]2[NH:30][NH2:31])=[N:14]1.[N:37]#[C:38]Br. Product: [NH2:37][C:38]1[N:18]2[C:17](=[O:32])[N:16]([CH2:33][CH:34]3[CH2:35][CH2:36]3)[C:15]3[C:20](=[C:21]([C:22]4[N:26]([CH3:27])[CH:25]=[C:24]([C:28]#[N:29])[CH:23]=4)[N:13]([CH2:12][C:5]4[C:4]5[C:9](=[CH:10][CH:11]=[C:2]([Cl:1])[CH:3]=5)[N:8]=[CH:7][CH:6]=4)[N:14]=3)[C:19]2=[N:30][N:31]=1. The catalyst class is: 12. (3) Reactant: [NH3:1].[CH2:2]([O:4][C:5]([C:7]1[C:8]2[S:16][CH:15]=[C:14]([CH2:17][O:18][C:19]3[CH:24]=[CH:23][CH:22]=[C:21]([CH2:25][O:26][C:27]4[CH:32]=[CH:31][C:30]([Cl:33])=[CH:29][CH:28]=4)[CH:20]=3)[C:9]=2[C:10](Cl)=[N:11][CH:12]=1)=[O:6])[CH3:3]. Product: [CH2:2]([O:4][C:5]([C:7]1[C:8]2[S:16][CH:15]=[C:14]([CH2:17][O:18][C:19]3[CH:24]=[CH:23][CH:22]=[C:21]([CH2:25][O:26][C:27]4[CH:32]=[CH:31][C:30]([Cl:33])=[CH:29][CH:28]=4)[CH:20]=3)[C:9]=2[C:10]([NH2:1])=[N:11][CH:12]=1)=[O:6])[CH3:3]. The catalyst class is: 12. (4) Reactant: [C:1]([C:3]1[CH:11]=[CH:10][C:6]([C:7]([OH:9])=O)=[C:5]([NH:12][CH:13]2[CH2:16][CH2:15][CH2:14]2)[CH:4]=1)#[N:2].[CH3:17][C:18]([NH2:22])([C:20]#[CH:21])[CH3:19].CCN=C=NCCCN(C)C.CCN(C(C)C)C(C)C.C1C=CC2N(O)N=NC=2C=1. Product: [C:1]([C:3]1[CH:11]=[CH:10][C:6]([C:7]([NH:22][C:18]([CH3:19])([C:20]#[CH:21])[CH3:17])=[O:9])=[C:5]([NH:12][CH:13]2[CH2:16][CH2:15][CH2:14]2)[CH:4]=1)#[N:2]. The catalyst class is: 18. (5) Reactant: [BH4-].[Na+].[Cl:3][C:4]1[CH:5]=[C:6]2[C:12]3([CH2:17][CH2:16][N:15]([C:18]([O:20][C:21]([CH3:24])([CH3:23])[CH3:22])=[O:19])[CH2:14][CH2:13]3)[CH:11]=[N:10][C:7]2=[CH:8][CH:9]=1. Product: [Cl:3][C:4]1[CH:5]=[C:6]2[C:12]3([CH2:13][CH2:14][N:15]([C:18]([O:20][C:21]([CH3:24])([CH3:23])[CH3:22])=[O:19])[CH2:16][CH2:17]3)[CH2:11][NH:10][C:7]2=[CH:8][CH:9]=1. The catalyst class is: 14. (6) Reactant: [NH2:1][C:2]1[CH:7]=[C:6]([N+:8]([O-:10])=[O:9])[CH:5]=[CH:4][C:3]=1[OH:11].[C:12](N1C=CN=C1)(N1C=CN=C1)=[O:13].O. Product: [N+:8]([C:6]1[CH:5]=[CH:4][C:3]2[O:11][C:12](=[O:13])[NH:1][C:2]=2[CH:7]=1)([O-:10])=[O:9]. The catalyst class is: 1. (7) Reactant: ClCCl.[NH2:4][C:5]1[S:6][CH:7]=[C:8]([C:10](=[O:16])[C:11]([O:13][CH2:14][CH3:15])=[O:12])[N:9]=1.Cl[C:18]([O:20][CH2:21][CH:22]=[CH2:23])=[O:19]. Product: [CH2:21]([O:20][C:18]([NH:4][C:5]1[S:6][CH:7]=[C:8]([C:10](=[O:16])[C:11]([O:13][CH2:14][CH3:15])=[O:12])[N:9]=1)=[O:19])[CH:22]=[CH2:23]. The catalyst class is: 17. (8) Reactant: [CH2:1]([O:8][CH2:9][C@H:10]1[CH2:15][N:14]([C:16]([O:18][C:19]([CH3:22])([CH3:21])[CH3:20])=[O:17])[CH2:13][C@@H:12]([C:23]([OH:25])=[O:24])[O:11]1)[C:2]1[CH:7]=[CH:6][CH:5]=[CH:4][CH:3]=1.[C:26](=O)([O-])[O-].[K+].[K+].CI.C(OCC)(=O)C. Product: [CH2:1]([O:8][CH2:9][C@H:10]1[CH2:15][N:14]([C:16]([O:18][C:19]([CH3:20])([CH3:21])[CH3:22])=[O:17])[CH2:13][C@@H:12]([C:23]([O:25][CH3:26])=[O:24])[O:11]1)[C:2]1[CH:3]=[CH:4][CH:5]=[CH:6][CH:7]=1. The catalyst class is: 9. (9) Reactant: [CH2:1]([O:3][C:4](=[O:41])[CH2:5][CH2:6][CH2:7][O:8][C:9]1[CH:14]=[CH:13][CH:12]=[C:11]([CH2:15][CH2:16][CH2:17][CH2:18][CH2:19][CH2:20][O:21][C:22]2[CH:27]=[C:26]([C:28](=[O:32])[N:29]([CH3:31])C)[CH:25]=[C:24]([Br:33])[CH:23]=2)[C:10]=1[CH2:34][CH2:35][C:36]([O:38][CH2:39][CH3:40])=[O:37])[CH3:2].BrC1C=C(C=C(OCCCCCCC2C=CC=C(OCCCC(=O)NOCC)C=2CCC(OCC)=O)C=1)C(O)=O.C1CN([P+](Br)(N2CCCC2)N2CCCC2)CC1.F[P-](F)(F)(F)(F)F.[F:106][CH:107]([F:117])[O:108][C:109]1[CH:116]=[CH:115][CH:114]=[CH:113][C:110]=1CN.CCN(C(C)C)C(C)C. Product: [CH2:1]([O:3][C:4](=[O:41])[CH2:5][CH2:6][CH2:7][O:8][C:9]1[CH:14]=[CH:13][CH:12]=[C:11]([CH2:15][CH2:16][CH2:17][CH2:18][CH2:19][CH2:20][O:21][C:22]2[CH:27]=[C:26]([C:28](=[O:32])[NH:29][CH2:31][C:110]3[CH:113]=[CH:114][CH:115]=[CH:116][C:109]=3[O:108][CH:107]([F:117])[F:106])[CH:25]=[C:24]([Br:33])[CH:23]=2)[C:10]=1[CH2:34][CH2:35][C:36]([O:38][CH2:39][CH3:40])=[O:37])[CH3:2]. The catalyst class is: 4. (10) Reactant: Cl.C(OC(=O)[NH:8][CH2:9][C:10]1[CH:15]=[CH:14][C:13]([Cl:16])=[C:12]([NH:17][C:18]2[N:22]([CH3:23])[C:21]3[CH:24]=[C:25]([N:29]4[CH2:34][CH2:33][CH2:32][CH:31]([C:35]([F:38])([F:37])[F:36])[CH2:30]4)[C:26]([Cl:28])=[CH:27][C:20]=3[N:19]=2)[C:11]=1[Cl:39])(C)(C)C. Product: [Cl:39][C:11]1[C:12]([NH:17][C:18]2[N:22]([CH3:23])[C:21]3[CH:24]=[C:25]([N:29]4[CH2:34][CH2:33][CH2:32][CH:31]([C:35]([F:38])([F:37])[F:36])[CH2:30]4)[C:26]([Cl:28])=[CH:27][C:20]=3[N:19]=2)=[C:13]([Cl:16])[CH:14]=[CH:15][C:10]=1[CH2:9][NH2:8]. The catalyst class is: 12.